Task: Predict the reactants needed to synthesize the given product.. Dataset: Full USPTO retrosynthesis dataset with 1.9M reactions from patents (1976-2016) (1) Given the product [CH2:1]([O:3][CH:4]([CH2:10][C:11]1[CH:16]=[CH:15][CH:14]=[C:13]([CH2:17][CH2:18][O:19][C:29]([NH:28][C:24]2[CH:25]=[CH:26][CH:27]=[C:22]([C:21]([F:20])([F:31])[F:32])[CH:23]=2)=[O:30])[CH:12]=1)[C:5]([OH:7])=[O:6])[CH3:2], predict the reactants needed to synthesize it. The reactants are: [CH2:1]([O:3][CH:4]([CH2:10][C:11]1[CH:16]=[CH:15][CH:14]=[C:13]([CH2:17][CH2:18][OH:19])[CH:12]=1)[C:5]([O:7]CC)=[O:6])[CH3:2].[F:20][C:21]([F:32])([F:31])[C:22]1[CH:27]=[CH:26][CH:25]=[C:24]([N:28]=[C:29]=[O:30])[CH:23]=1. (2) Given the product [NH2:22][C:16]1[C:17]([NH:21][CH:2]2[CH2:7][CH2:6][N:5]([C:8]([O:10][C:11]([CH3:14])([CH3:13])[CH3:12])=[O:9])[CH2:4][CH2:3]2)=[CH:18][CH:19]=[CH:20][N:15]=1, predict the reactants needed to synthesize it. The reactants are: O=[C:2]1[CH2:7][CH2:6][N:5]([C:8]([O:10][C:11]([CH3:14])([CH3:13])[CH3:12])=[O:9])[CH2:4][CH2:3]1.[N:15]1[CH:20]=[CH:19][CH:18]=[C:17]([NH2:21])[C:16]=1[NH2:22].FC(F)(F)C(O)=O.C(O[BH-](OC(=O)C)OC(=O)C)(=O)C.[Na+]. (3) Given the product [CH3:17][S:18]([O:1][CH2:2][CH:3]1[CH2:4][CH2:5][C@H:6]([NH:9][C:10]([O:11][C:12]([CH3:13])([CH3:15])[CH3:14])=[O:16])[CH2:7][O:8]1)(=[O:20])=[O:19], predict the reactants needed to synthesize it. The reactants are: [OH:1][CH2:2][CH:3]1[O:8][CH2:7][C@@H:6]([NH:9][C:10](=[O:16])[O:11][C:12]([CH3:15])([CH3:14])[CH3:13])[CH2:5][CH2:4]1.[CH3:17][S:18](Cl)(=[O:20])=[O:19]. (4) Given the product [CH3:1][C:2]1[C:6]([CH2:7][N:8]2[CH:12]=[C:11]([N:13]3[C:17](=[O:18])[CH2:16][N:15]([CH2:27][CH2:26][C:25]4[CH:29]=[CH:30][CH:31]=[C:23]([O:22][CH3:21])[CH:24]=4)[C:14]3=[O:19])[CH:10]=[N:9]2)=[C:5]([CH3:20])[O:4][N:3]=1, predict the reactants needed to synthesize it. The reactants are: [CH3:1][C:2]1[C:6]([CH2:7][N:8]2[CH:12]=[C:11]([N:13]3[C:17](=[O:18])[CH2:16][NH:15][C:14]3=[O:19])[CH:10]=[N:9]2)=[C:5]([CH3:20])[O:4][N:3]=1.[CH3:21][O:22][C:23]1[CH:24]=[C:25]([CH:29]=[CH:30][CH:31]=1)[CH2:26][CH2:27]Br. (5) The reactants are: [CH3:1][O:2][C:3]([C:5]1[C:6]2[C:7](=[O:17])[NH:8][C:9]([CH2:15]Cl)=[N:10][C:11]=2[CH:12]=[CH:13][CH:14]=1)=[O:4].N1CCNCC1.[NH:24]1[CH2:30][CH2:29][CH2:28][NH:27][CH2:26][CH2:25]1. Given the product [CH3:1][O:2][C:3]([C:5]1[C:6]2[C:7](=[O:17])[NH:8][C:9]([CH2:15][N:24]3[CH2:30][CH2:29][CH2:28][NH:27][CH2:26][CH2:25]3)=[N:10][C:11]=2[CH:12]=[CH:13][CH:14]=1)=[O:4], predict the reactants needed to synthesize it. (6) The reactants are: Cl[C:2]1[C:3]2[S:13][C:12]3[N:14]=[C:15]([C:19]4[CH:24]=[CH:23][C:22]([O:25][CH3:26])=[C:21]([O:27][CH3:28])[CH:20]=4)[CH:16]=[C:17]([CH3:18])[C:11]=3[C:4]=2[N:5]=[C:6]([CH2:8][CH2:9][CH3:10])[N:7]=1.[NH:29]1[CH2:34][CH2:33][NH:32][CH2:31][CH2:30]1. Given the product [CH3:28][O:27][C:21]1[CH:20]=[C:19]([C:15]2[CH:16]=[C:17]([CH3:18])[C:11]3[C:4]4[N:5]=[C:6]([CH2:8][CH2:9][CH3:10])[N:7]=[C:2]([N:29]5[CH2:34][CH2:33][NH:32][CH2:31][CH2:30]5)[C:3]=4[S:13][C:12]=3[N:14]=2)[CH:24]=[CH:23][C:22]=1[O:25][CH3:26], predict the reactants needed to synthesize it.